This data is from Forward reaction prediction with 1.9M reactions from USPTO patents (1976-2016). The task is: Predict the product of the given reaction. (1) Given the reactants [NH2:1][C:2]1[N:7]=[C:6]([CH3:8])[N:5]=[C:4]([C:9]2[N:13]3[CH:14]=[C:15]([C:18]4[CH:19]=[N:20][CH:21]=[N:22][CH:23]=4)[CH:16]=[CH:17][C:12]3=[N:11][C:10]=2[NH:24][C:25]2[CH:29]=[CH:28][NH:27][N:26]=2)[CH:3]=1.N1C=CC=CC=1.[C:36](OC(=O)C)(=[O:38])[CH3:37].[O:43]1CCO[CH2:45][CH2:44]1, predict the reaction product. The product is: [C:36]([N:27]1[CH:28]=[CH:29][C:25]([NH:24][C:10]2[N:11]=[C:12]3[CH:17]=[CH:16][C:15]([C:18]4[CH:19]=[N:20][CH:21]=[N:22][CH:23]=4)=[CH:14][N:13]3[C:9]=2[C:4]2[N:5]=[C:6]([CH3:8])[N:7]=[C:2]([NH:1][C:44](=[O:43])[CH3:45])[CH:3]=2)=[N:26]1)(=[O:38])[CH3:37]. (2) The product is: [Cl:14][C:5]1[CH:6]=[C:7]([C:8]([O:10][CH3:11])=[O:9])[CH:12]=[CH:13][C:4]=1[C:16]1[CH:21]=[CH:20][CH:19]=[CH:18][C:17]=1[C:22]([F:25])([F:24])[F:23]. Given the reactants B([C:4]1[CH:13]=[CH:12][C:7]([C:8]([O:10][CH3:11])=[O:9])=[CH:6][C:5]=1[Cl:14])(O)O.Br[C:16]1[CH:21]=[CH:20][CH:19]=[CH:18][C:17]=1[C:22]([F:25])([F:24])[F:23].[F-].[Cs+].O, predict the reaction product.